The task is: Binary Classification. Given a drug SMILES string, predict its activity (active/inactive) in a high-throughput screening assay against a specified biological target.. This data is from Cav3 T-type calcium channel HTS with 100,875 compounds. (1) The drug is s1nnc(C(=O)N(C(C(=O)NC2CCCC2)c2occc2)Cc2ccccc2)c1. The result is 0 (inactive). (2) The drug is S(c1n(c(nn1)Cc1n(ccc1)C)c1ccc(F)cc1)CC(=O)Nc1ccc(cc1)C(=O)C. The result is 0 (inactive). (3) The drug is FC(F)(F)C(O)(CC(=O)c1ccc(OC)cc1)C(OCC)=O. The result is 0 (inactive).